Dataset: Full USPTO retrosynthesis dataset with 1.9M reactions from patents (1976-2016). Task: Predict the reactants needed to synthesize the given product. (1) Given the product [F:19][C:20]1[CH:21]=[C:22]([CH:33]=[C:34]([F:36])[CH:35]=1)[CH2:23][NH:24][C:25](=[O:32])[C:26]([CH3:31])([CH3:30])[C:27]([NH:1][CH:2]1[C:8](=[O:9])[N:7]([CH3:10])[C:6]2[CH:11]=[CH:12][CH:13]=[CH:14][C:5]=2[C:4]2[CH:15]=[CH:16][CH:17]=[CH:18][C:3]1=2)=[O:28], predict the reactants needed to synthesize it. The reactants are: [NH2:1][CH:2]1[C:8](=[O:9])[N:7]([CH3:10])[C:6]2[CH:11]=[CH:12][CH:13]=[CH:14][C:5]=2[C:4]2[CH:15]=[CH:16][CH:17]=[CH:18][C:3]1=2.[F:19][C:20]1[CH:21]=[C:22]([CH:33]=[C:34]([F:36])[CH:35]=1)[CH2:23][NH:24][C:25](=[O:32])[C:26]([CH3:31])([CH3:30])[C:27](O)=[O:28]. (2) The reactants are: [O:1]1[C:5]([C:6]([O:8]CC)=O)=[CH:4][N:3]=[CH:2]1.[Cl:11][C:12]1[CH:20]=[C:19]2[C:15]([CH:16]=[N:17][N:18]2[S:21]([C:24]2[CH:29]=[CH:28][CH:27]=[CH:26][CH:25]=2)(=[O:23])=[O:22])=[C:14](I)[CH:13]=1.[H-].C([Al+]CC(C)C)C(C)C.C1(C)C=CC=CC=1.C(O)(=O)CC(CC(O)=O)(C(O)=O)O. Given the product [Cl:11][C:12]1[CH:20]=[C:19]2[C:15]([CH:16]=[N:17][N:18]2[S:21]([C:24]2[CH:29]=[CH:28][CH:27]=[CH:26][CH:25]=2)(=[O:22])=[O:23])=[C:14]([C:2]2[O:1][C:5]([CH2:6][OH:8])=[CH:4][N:3]=2)[CH:13]=1, predict the reactants needed to synthesize it. (3) Given the product [CH3:20][C:15]1[CH:16]=[C:17]([CH3:19])[N:18]=[C:13]([N:8]2[CH2:7][CH2:6][C:5]3([NH:1][CH2:2][NH:3][C:4]3=[O:11])[CH2:10][CH2:9]2)[N:14]=1, predict the reactants needed to synthesize it. The reactants are: [NH:1]1[C:5]2([CH2:10][CH2:9][NH:8][CH2:7][CH2:6]2)[C:4](=[O:11])[NH:3][CH2:2]1.Cl[C:13]1[N:18]=[C:17]([CH3:19])[CH:16]=[C:15]([CH3:20])[N:14]=1.CCN(C(C)C)C(C)C. (4) The reactants are: CN([P+](ON1N=NC2C=CC=CC1=2)(N(C)C)N(C)C)C.F[P-](F)(F)(F)(F)F.[NH2:28][C:29]1[N:37]=[C:36]([CH3:38])[CH:35]=[CH:34][C:30]=1[C:31]([OH:33])=O.[CH3:39][C:40]1[CH:45]=[CH:44][C:43]([O:46][C:47]2[S:51][C:50]([CH2:52][NH2:53])=[CH:49][CH:48]=2)=[CH:42][CH:41]=1.C(=O)(O)[O-].[Na+]. Given the product [CH3:39][C:40]1[CH:45]=[CH:44][C:43]([O:46][C:47]2[S:51][C:50]([CH2:52][NH:53][C:31](=[O:33])[C:30]3[CH:34]=[CH:35][C:36]([CH3:38])=[N:37][C:29]=3[NH2:28])=[CH:49][CH:48]=2)=[CH:42][CH:41]=1, predict the reactants needed to synthesize it. (5) The reactants are: [NH2:1][C:2]1[CH:10]=[CH:9][C:8]([N+:11]([O-:13])=[O:12])=[CH:7][C:3]=1[C:4]([NH2:6])=[O:5].C(N(CC)CC)C.Cl[C:22](=[O:28])[C:23]([O:25][CH2:26][CH3:27])=[O:24].Cl. Given the product [NH2:6][C:4]([C:3]1[CH:7]=[C:8]([N+:11]([O-:13])=[O:12])[CH:9]=[CH:10][C:2]=1[NH:1][C:22](=[O:28])[C:23]([O:25][CH2:26][CH3:27])=[O:24])=[O:5], predict the reactants needed to synthesize it. (6) Given the product [F:15][C:12]1[CH:11]=[C:4]([CH:3]=[C:2]([F:1])[C:13]=1[O:19][CH2:16][C:17]#[CH:18])[C:5]([O:7][CH2:8][C:9]#[CH:10])=[O:6], predict the reactants needed to synthesize it. The reactants are: [F:1][C:2]1[CH:3]=[C:4]([CH:11]=[C:12]([F:15])[C:13]=1F)[C:5]([O:7][CH2:8][C:9]#[CH:10])=[O:6].[CH2:16]([OH:19])[C:17]#[CH:18].CN(C=O)C.[H-].[Na+]. (7) The reactants are: [C:1]([O:9][CH2:10][CH3:11])(=[O:8])[CH2:2][C:3]([O:5][CH2:6][CH3:7])=[O:4].[Cl-].[Mg+2].[Cl-].[C:15](Cl)(=[O:18])[CH2:16][CH3:17].Cl. Given the product [C:15]([CH:2]([C:3]([O:5][CH2:6][CH3:7])=[O:4])[C:1]([O:9][CH2:10][CH3:11])=[O:8])(=[O:18])[CH2:16][CH3:17], predict the reactants needed to synthesize it.